This data is from Peptide-MHC class I binding affinity with 185,985 pairs from IEDB/IMGT. The task is: Regression. Given a peptide amino acid sequence and an MHC pseudo amino acid sequence, predict their binding affinity value. This is MHC class I binding data. (1) The peptide sequence is EEKRWIAVPTW. The MHC is Mamu-B52 with pseudo-sequence Mamu-B52. The binding affinity (normalized) is 0.624. (2) The peptide sequence is NTLISSDGA. The MHC is HLA-A02:02 with pseudo-sequence HLA-A02:02. The binding affinity (normalized) is 0.176. (3) The peptide sequence is KTTIKFHPW. The MHC is HLA-B15:01 with pseudo-sequence HLA-B15:01. The binding affinity (normalized) is 0.0847.